The task is: Predict the reactants needed to synthesize the given product.. This data is from Full USPTO retrosynthesis dataset with 1.9M reactions from patents (1976-2016). (1) The reactants are: C(O[C:4]([C:6]1[CH:7]=[C:8]2[C:12](=[CH:13][CH:14]=1)[NH:11][N:10]=[C:9]2[C:15]1[CH:24]=[CH:23][C:22]2[C:17](=[CH:18][CH:19]=[C:20]([O:25][CH2:26][CH2:27][N:28]3[CH2:32][CH2:31][CH2:30][C:29]3=[O:33])[CH:21]=2)[CH:16]=1)=[NH:5])C.[N:34]1([CH2:39][C:40]([NH:42][NH2:43])=O)[CH2:38][CH2:37][CH2:36][CH2:35]1. Given the product [N:34]1([CH2:39][C:40]2[NH:42][N:43]=[C:4]([C:6]3[CH:7]=[C:8]4[C:12](=[CH:13][CH:14]=3)[NH:11][N:10]=[C:9]4[C:15]3[CH:16]=[C:17]4[C:22](=[CH:23][CH:24]=3)[CH:21]=[C:20]([O:25][CH2:26][CH2:27][N:28]3[CH2:32][CH2:31][CH2:30][C:29]3=[O:33])[CH:19]=[CH:18]4)[N:5]=2)[CH2:38][CH2:37][CH2:36][CH2:35]1, predict the reactants needed to synthesize it. (2) Given the product [OH:1]/[N:2]=[C:3](\[Cl:20])/[C:4]1[CH:9]=[CH:8][CH:7]=[CH:6][N:5]=1, predict the reactants needed to synthesize it. The reactants are: [OH:1]/[N:2]=[C:3](\N)/[C:4]1[CH:9]=[CH:8][CH:7]=[CH:6][N:5]=1.N([O-])=O.[Na+].C(=O)([O-])O.[Na+].[ClH:20]. (3) Given the product [CH2:4]([O:6][C:7](=[O:16])[C:8]1[CH:13]=[CH:12][C:11]([I:14])=[C:10]([O:15][CH2:1][CH3:2])[CH:9]=1)[CH3:5], predict the reactants needed to synthesize it. The reactants are: [CH2:1](I)[CH3:2].[CH2:4]([O:6][C:7](=[O:16])[C:8]1[CH:13]=[CH:12][C:11]([I:14])=[C:10]([OH:15])[CH:9]=1)[CH3:5].C([O-])([O-])=O.[K+].[K+]. (4) Given the product [CH:1]1([C:4]2[C:9]3[S:10][CH:11]=[CH:12][C:8]=3[C:7](=[O:29])[N:6]([CH2:30][CH3:31])[N:5]=2)[CH2:2][CH2:3]1, predict the reactants needed to synthesize it. The reactants are: [CH:1]1([C:4]2[C:9]3[S:10][C:11](CC4C(C)=NNC=4C)=[C:12](C(N4C[C@H](O)CO4)=O)[C:8]=3[C:7](=[O:29])[N:6]([CH3:30])[N:5]=2)[CH2:3][CH2:2]1.[CH2:31](N(CC)CC)C.C(O)(=O)C(O)=O.C(NN)C. (5) Given the product [C:17]([O:16][C:14]([N:8]([C:5]1[C:4]([O:9][CH2:10][CH:11]2[CH2:12][CH2:13]2)=[N:3][C:2]([Br:1])=[CH:7][N:6]=1)[C:14]([O:16][C:17]([CH3:20])([CH3:19])[CH3:18])=[O:15])=[O:15])([CH3:20])([CH3:19])[CH3:18], predict the reactants needed to synthesize it. The reactants are: [Br:1][C:2]1[N:3]=[C:4]([O:9][CH2:10][CH:11]2[CH2:13][CH2:12]2)[C:5]([NH2:8])=[N:6][CH:7]=1.[C:14](O[C:14]([O:16][C:17]([CH3:20])([CH3:19])[CH3:18])=[O:15])([O:16][C:17]([CH3:20])([CH3:19])[CH3:18])=[O:15]. (6) Given the product [O:4]1[C:8]2[CH:9]=[CH:10][CH:11]=[C:12]([N:13]3[CH2:18][CH2:17][N:16]([CH2:19][CH2:20][C@H:21]4[CH2:26][CH2:25][C@H:24]([NH:27][C:38](=[O:39])[C:37]5[CH:36]=[CH:35][C:34]([N:31]6[CH2:32][CH2:33][O:28][CH2:29][CH2:30]6)=[CH:42][CH:41]=5)[CH2:23][CH2:22]4)[CH2:15][CH2:14]3)[C:7]=2[O:6][CH2:5]1, predict the reactants needed to synthesize it. The reactants are: Cl.Cl.Cl.[O:4]1[C:8]2[CH:9]=[CH:10][CH:11]=[C:12]([N:13]3[CH2:18][CH2:17][N:16]([CH2:19][CH2:20][C@H:21]4[CH2:26][CH2:25][C@H:24]([NH2:27])[CH2:23][CH2:22]4)[CH2:15][CH2:14]3)[C:7]=2[O:6][CH2:5]1.[O:28]1[CH2:33][CH2:32][N:31]([C:34]2[CH:42]=[CH:41][C:37]([C:38](O)=[O:39])=[CH:36][CH:35]=2)[CH2:30][CH2:29]1. (7) Given the product [CH2:34]([C:36]1[NH:37][C:38]([C:51]2[CH:56]=[CH:55][CH:54]=[C:53]([CH3:57])[N:52]=2)=[C:39]([C:41]2[CH:42]=[C:43]3[C:48](=[CH:49][CH:50]=2)[N:47]=[CH:46][CH:45]=[N:44]3)[N:40]=1)[CH3:35], predict the reactants needed to synthesize it. The reactants are: CC1N=C(C(=NO)C(C2C=C3C(=CC=2)N=CC=N3)=O)C=CC=1.C([O-])(=O)C.[NH4+].C(=O)CC.[OH-].[Na+].[CH2:34]([C:36]1[N:37](O)[C:38]([C:51]2[CH:56]=[CH:55][CH:54]=[C:53]([CH3:57])[N:52]=2)=[C:39]([C:41]2[CH:42]=[C:43]3[C:48](=[CH:49][CH:50]=2)[N:47]=[CH:46][CH:45]=[N:44]3)[N:40]=1)[CH3:35].C(OP(OCC)OCC)C. (8) Given the product [CH3:23][N:24]([CH2:25][CH2:26][C:27]1[CH:32]=[CH:31][CH:30]=[CH:29][CH:28]=1)[C:18]([C:12]1[S:13][C:14]2[CH2:15][CH2:16][O:17][C:8]3[CH:7]=[C:6]([C:4]4[CH:3]=[N:2][NH:1][CH:5]=4)[CH:22]=[CH:21][C:9]=3[C:10]=2[N:11]=1)=[O:20], predict the reactants needed to synthesize it. The reactants are: [NH:1]1[CH:5]=[C:4]([C:6]2[CH:22]=[CH:21][C:9]3[C:10]4[N:11]=[C:12]([C:18]([OH:20])=O)[S:13][C:14]=4[CH2:15][CH2:16][O:17][C:8]=3[CH:7]=2)[CH:3]=[N:2]1.[CH3:23][NH:24][CH2:25][CH2:26][C:27]1[CH:32]=[CH:31][CH:30]=[CH:29][CH:28]=1. (9) Given the product [CH2:13]([N:20]1[CH2:25][CH2:24][N:23]([C:8]2[CH:9]=[C:10]3[C:5]([CH:4]=[CH:3][CH:2]=[C:1]3[OH:12])=[CH:6][CH:7]=2)[CH2:22][CH2:21]1)[C:14]1[CH:15]=[CH:16][CH:17]=[CH:18][CH:19]=1, predict the reactants needed to synthesize it. The reactants are: [C:1]1([OH:12])[C:10]2[C:5](=[CH:6][CH:7]=[C:8](O)[CH:9]=2)[CH:4]=[CH:3][CH:2]=1.[CH2:13]([N:20]1[CH2:25][CH2:24][NH:23][CH2:22][CH2:21]1)[C:14]1[CH:19]=[CH:18][CH:17]=[CH:16][CH:15]=1.S(OS([O-])=O)([O-])=O.[Na+].[Na+].